Regression/Classification. Given a drug SMILES string, predict its absorption, distribution, metabolism, or excretion properties. Task type varies by dataset: regression for continuous measurements (e.g., permeability, clearance, half-life) or binary classification for categorical outcomes (e.g., BBB penetration, CYP inhibition). Dataset: pgp_broccatelli. From a dataset of P-glycoprotein inhibition data for predicting drug efflux from Broccatelli et al.. The molecule is COc1cc2c(cc1O)[C@@H]1Cc3ccc(OC)c(O)c3CN1CC2. The result is 1 (inhibitor).